Predict the reaction yield, written as a fraction of the theoretical maximum amount of product (1.0 means a 100% yield; for example, 0.34 means a 34% yield). From a dataset of Reaction yield outcomes from USPTO patents with 853,638 reactions. (1) The reactants are C([O:3][C:4]([C:6]1[C:7](Cl)=[N:8][C:9]2[C:14]([C:15]=1[C:16]1[CH:21]=[CH:20][CH:19]=[CH:18][CH:17]=1)=[CH:13][C:12]([N+:22]([O-:24])=[O:23])=[CH:11][CH:10]=2)=[O:5])C.[OH-].[K+].Cl.[CH2:29]([OH:31])[CH3:30]. The catalyst is O. The product is [CH2:29]([O:31][C:7]1[C:6]([C:4]([OH:5])=[O:3])=[C:15]([C:16]2[CH:21]=[CH:20][CH:19]=[CH:18][CH:17]=2)[C:14]2[C:9](=[CH:10][CH:11]=[C:12]([N+:22]([O-:24])=[O:23])[CH:13]=2)[N:8]=1)[CH3:30]. The yield is 0.820. (2) The reactants are CCN(CC)CC.[CH:8]1([C:11](Cl)=[O:12])[CH2:10][CH2:9]1.[NH2:14][C:15]1[CH:20]=[CH:19][C:18]([B:21]2[O:29][C:26]([CH3:28])([CH3:27])[C:23]([CH3:25])([CH3:24])[O:22]2)=[CH:17][CH:16]=1. The catalyst is C(Cl)Cl. The product is [CH3:27][C:26]1([CH3:28])[C:23]([CH3:24])([CH3:25])[O:22][B:21]([C:18]2[CH:19]=[CH:20][C:15]([NH:14][C:11]([CH:8]3[CH2:10][CH2:9]3)=[O:12])=[CH:16][CH:17]=2)[O:29]1. The yield is 0.889. (3) The reactants are [C:1]([CH:3]([CH2:9][C:10]([C:12]1[C:17]([F:18])=[CH:16][CH:15]=[CH:14][C:13]=1[F:19])=O)[C:4]([O:6][CH2:7][CH3:8])=[O:5])#[N:2].C(OCC)(=O)C.[ClH:26]. The catalyst is C(OCC)(=O)C. The product is [Cl:26][C:1]1[NH:2][C:10]([C:12]2[C:17]([F:18])=[CH:16][CH:15]=[CH:14][C:13]=2[F:19])=[CH:9][C:3]=1[C:4]([O:6][CH2:7][CH3:8])=[O:5]. The yield is 0.680.